Dataset: Experimentally validated miRNA-target interactions with 360,000+ pairs, plus equal number of negative samples. Task: Binary Classification. Given a miRNA mature sequence and a target amino acid sequence, predict their likelihood of interaction. (1) The miRNA is hsa-miR-6852-3p with sequence UGUCCUCUGUUCCUCAG. The protein sequence of the target gene is MLCCMRRTKQVEKNDEDQKIEQDGVKPEDKAHKAATKIQASFRGHITRKKLKGEKKGDAPAAEAEAKEKDDAPVADGVEKKEGDGSATTDAAPATSPKAEEPSKAGDAPSEEKKGEGDAAPSEEKAGSAETESAAKATTDNSPSSKAEDGPAKEEPKQADVPAAVTDAAATTPAAEDAATKAAQPPTETAESSQAEEEKDAVDEAKPKESARQDEGKEDPEADQEHA. Result: 0 (no interaction). (2) The miRNA is hsa-miR-3183 with sequence GCCUCUCUCGGAGUCGCUCGGA. The protein sequence of the target gene is MTSLNGRHAEKTIDMPKPSAPKVHVQRSVSRDTIAIHFSASGEEEEEEEEEFRGYLEEGLDDQSIVTGLEAKEDLYLESQGGHDPAGPVSTAPADGLSVSESPAILPVSENTVKLLESPAPALQVLSPVPLALSPGSSSSGPLASSPSVSSLSEQKTSSSSPLSSPSKSPVLSSSASSSALSSAKPFMSLVKSLSTEVEPKESPHPPRHRHLMKTLVKSLSTDTSRQESDTVSYKPPDSKLNLHLFKQFTQPRNTGGDSKTAPSSPLTSPSDTRSFFKVPEMEAKIEDTKRRLSEVIYEP.... Result: 0 (no interaction).